Dataset: Catalyst prediction with 721,799 reactions and 888 catalyst types from USPTO. Task: Predict which catalyst facilitates the given reaction. (1) Reactant: [C:9](O[C:9]([O:11][C:12]([CH3:15])([CH3:14])[CH3:13])=[O:10])([O:11][C:12]([CH3:15])([CH3:14])[CH3:13])=[O:10].O1CCCC1.[N+:21]([C:24]1[CH:29]=[CH:28][C:27]([C:30]([NH2:33])([CH3:32])[CH3:31])=[CH:26][CH:25]=1)([O-:23])=[O:22]. Product: [N+:21]([C:24]1[CH:25]=[CH:26][C:27]([C:30]([NH:33][C:9](=[O:10])[O:11][C:12]([CH3:13])([CH3:14])[CH3:15])([CH3:31])[CH3:32])=[CH:28][CH:29]=1)([O-:23])=[O:22]. The catalyst class is: 13. (2) Reactant: [Li+].CC([N-]C(C)C)C.[Br:9][C:10]1[CH:15]=[CH:14][C:13]([CH2:16][CH2:17][CH3:18])=[C:12]([F:19])[CH:11]=1.CN([CH:23]=[O:24])C. Product: [Br:9][C:10]1[C:11]([CH:23]=[O:24])=[C:12]([F:19])[C:13]([CH2:16][CH2:17][CH3:18])=[CH:14][CH:15]=1. The catalyst class is: 1. (3) Reactant: [CH3:1][O:2][C:3]1[CH:4]=[CH:5][C:6]([C:10]2[CH:19]=[CH:18][C:17]3[C:12](=[CH:13][CH:14]=[C:15]([O:20][CH3:21])[CH:16]=3)[CH:11]=2)=[C:7]([NH2:9])[CH:8]=1.C(N(CC)C(C)C)(C)C.Cl.[N:32]1([CH2:38][CH2:39][O:40][C:41]2[CH:49]=[CH:48][C:44]([C:45](Cl)=[O:46])=[CH:43][CH:42]=2)[CH2:37][CH2:36][CH2:35][CH2:34][CH2:33]1.[Cl-].[NH4+]. Product: [CH3:1][O:2][C:3]1[CH:4]=[CH:5][C:6]([C:10]2[CH:19]=[CH:18][C:17]3[C:12](=[CH:13][CH:14]=[C:15]([O:20][CH3:21])[CH:16]=3)[CH:11]=2)=[C:7]([NH:9][C:45](=[O:46])[C:44]2[CH:43]=[CH:42][C:41]([O:40][CH2:39][CH2:38][N:32]3[CH2:37][CH2:36][CH2:35][CH2:34][CH2:33]3)=[CH:49][CH:48]=2)[CH:8]=1. The catalyst class is: 571. (4) Reactant: CON(C)[C:4](=[O:19])[C:5]1[CH:10]=[CH:9][C:8]([C:11]([F:14])([F:13])[F:12])=[CH:7][C:6]=1[NH:15][CH2:16][CH2:17][CH3:18].[H-].[Al+3].[Li+].[H-].[H-].[H-]. Product: [CH2:16]([NH:15][C:6]1[CH:7]=[C:8]([C:11]([F:12])([F:13])[F:14])[CH:9]=[CH:10][C:5]=1[CH:4]=[O:19])[CH2:17][CH3:18]. The catalyst class is: 1. (5) Reactant: [CH2:1]([O:8][C:9]1[CH:14]=[CH:13][C:12]([C:15]2[N:19]([CH:20]3[CH2:25][CH2:24][CH2:23][CH2:22][CH2:21]3)[N:18]=[C:17](/[CH:26]=[C:27](\[CH3:33])/[C:28]([O:30]CC)=[O:29])[CH:16]=2)=[CH:11][CH:10]=1)[C:2]1[CH:7]=[CH:6][CH:5]=[CH:4][CH:3]=1.[Li+].[OH-]. Product: [CH2:1]([O:8][C:9]1[CH:10]=[CH:11][C:12]([C:15]2[N:19]([CH:20]3[CH2:25][CH2:24][CH2:23][CH2:22][CH2:21]3)[N:18]=[C:17](/[CH:26]=[C:27](\[CH3:33])/[C:28]([OH:30])=[O:29])[CH:16]=2)=[CH:13][CH:14]=1)[C:2]1[CH:3]=[CH:4][CH:5]=[CH:6][CH:7]=1. The catalyst class is: 92. (6) Reactant: N12CCCN=C1CCCCC2.[NH:12]1[CH:16]=[C:15]([C:17]2[CH:18]=[N:19][C:20]3[N:21]([C:23]([CH2:26][C:27]4[CH:28]=[C:29]5[C:34](=[CH:35][CH:36]=4)[N:33]=[CH:32][CH:31]=[CH:30]5)=[CH:24][N:25]=3)[N:22]=2)[CH:14]=[N:13]1.[C:37]([CH:39]=[C:40]1[CH2:45][CH2:44][N:43]([C:46]([O:48][C:49]([CH3:52])([CH3:51])[CH3:50])=[O:47])[CH2:42][CH2:41]1)#[N:38]. Product: [C:37]([CH2:39][C:40]1([N:12]2[CH:16]=[C:15]([C:17]3[CH:18]=[N:19][C:20]4[N:21]([C:23]([CH2:26][C:27]5[CH:28]=[C:29]6[C:34](=[CH:35][CH:36]=5)[N:33]=[CH:32][CH:31]=[CH:30]6)=[CH:24][N:25]=4)[N:22]=3)[CH:14]=[N:13]2)[CH2:41][CH2:42][N:43]([C:46]([O:48][C:49]([CH3:52])([CH3:51])[CH3:50])=[O:47])[CH2:44][CH2:45]1)#[N:38]. The catalyst class is: 10. (7) Reactant: [Cl:1][CH2:2][C:3]([NH:5][C@@H:6]([CH2:17][OH:18])[C:7]([O:9][CH2:10][C:11]1C=CC=CC=1)=[O:8])=[O:4].[CH3:19]C([O-])(C)C.[K+]. Product: [Cl:1][CH2:2][C:3]([NH:5][C@H:6]([C:7]([O:9][CH:10]([CH3:11])[CH3:19])=[O:8])[CH2:17][OH:18])=[O:4]. The catalyst class is: 41. (8) Reactant: [F:1][C:2]1[CH:36]=[C:35]([F:37])[CH:34]=[CH:33][C:3]=1[CH2:4][N:5]([CH2:26][CH2:27][CH2:28][CH2:29][CH2:30][CH2:31][CH3:32])[C:6](=[O:25])[CH2:7][O:8][C:9]1[CH:14]=[CH:13][C:12]([CH2:15][C@H:16]([O:22][CH2:23][CH3:24])[C:17]([O:19]CC)=[O:18])=[CH:11][CH:10]=1.O.[OH-].[Li+]. Product: [F:1][C:2]1[CH:36]=[C:35]([F:37])[CH:34]=[CH:33][C:3]=1[CH2:4][N:5]([CH2:26][CH2:27][CH2:28][CH2:29][CH2:30][CH2:31][CH3:32])[C:6](=[O:25])[CH2:7][O:8][C:9]1[CH:14]=[CH:13][C:12]([CH2:15][C@H:16]([O:22][CH2:23][CH3:24])[C:17]([OH:19])=[O:18])=[CH:11][CH:10]=1. The catalyst class is: 1.